Dataset: Reaction yield outcomes from USPTO patents with 853,638 reactions. Task: Predict the reaction yield, written as a fraction of the theoretical maximum amount of product (1.0 means a 100% yield; for example, 0.34 means a 34% yield). The reactants are [C:1]([NH:24][CH2:25][CH2:26][S:27][S:28][CH2:29][CH2:30][NH:31]C(=O)OC(C)(C)C)(=[O:23])[CH2:2][CH2:3]/[CH:4]=[CH:5]\[CH2:6]/[CH:7]=[CH:8]\[CH2:9]/[CH:10]=[CH:11]\[CH2:12]/[CH:13]=[CH:14]\[CH2:15]/[CH:16]=[CH:17]\[CH2:18]/[CH:19]=[CH:20]\[CH2:21][CH3:22].Cl.C([O-])([O-])=O.[Na+].[Na+]. The catalyst is CCOC(C)=O. The product is [NH2:31][CH2:30][CH2:29][S:28][S:27][CH2:26][CH2:25][NH:24][C:1](=[O:23])[CH2:2][CH2:3]/[CH:4]=[CH:5]\[CH2:6]/[CH:7]=[CH:8]\[CH2:9]/[CH:10]=[CH:11]\[CH2:12]/[CH:13]=[CH:14]\[CH2:15]/[CH:16]=[CH:17]\[CH2:18]/[CH:19]=[CH:20]\[CH2:21][CH3:22]. The yield is 1.00.